This data is from Reaction yield outcomes from USPTO patents with 853,638 reactions. The task is: Predict the reaction yield, written as a fraction of the theoretical maximum amount of product (1.0 means a 100% yield; for example, 0.34 means a 34% yield). (1) The reactants are [C:1]([C:5]1[CH:10]=[CH:9][C:8]([C:11]2[C:19]3[C:14](=[CH:15][CH:16]=[CH:17][CH:18]=3)[NH:13][C:12]=2[C:20]([O:22][CH2:23][CH3:24])=[O:21])=[CH:7][CH:6]=1)([CH3:4])([CH3:3])[CH3:2].[OH-].[K+].C(Br)[C:28]1[CH:33]=[CH:32]C=[CH:30][CH:29]=1.CCOC(C)=O. The catalyst is CCO.O. The product is [C:1]([C:5]1[CH:6]=[CH:7][C:8]([C:11]2[C:19]3[C:14](=[CH:15][CH:16]=[CH:17][CH:18]=3)[NH:13][C:12]=2[C:20]([O:22][CH2:23][C:24]2[CH:32]=[CH:33][CH:28]=[CH:29][CH:30]=2)=[O:21])=[CH:9][CH:10]=1)([CH3:4])([CH3:2])[CH3:3]. The yield is 0.660. (2) The reactants are [H-].[CH3:2]/[C:3](=[CH:7]\[CH:8]([CH3:11])[CH2:9][CH3:10])/[C:4](=[O:6])[CH3:5].[H-].[Al+3].[Li+].[H-].[H-].[H-]. The catalyst is CCOCC. The product is [CH3:2]/[C:3](=[CH:7]\[CH:8]([CH3:11])[CH2:9][CH3:10])/[CH:4]([OH:6])[CH3:5]. The yield is 0.930. (3) The reactants are [N:1]1[CH:6]=[CH:5][C:4]([N:7]2[CH2:12][CH2:11][CH:10]([C:13](Cl)=[O:14])[CH2:9][CH2:8]2)=[CH:3][CH:2]=1.[CH:16]1[C:25]2[C:20](=[CH:21][CH:22]=[CH:23][CH:24]=2)[CH:19]=[CH:18][C:17]=1[S:26]([N:29]1[CH2:34][CH2:33][NH:32][CH2:31][CH:30]1[CH2:35][C:36]([O:38][CH3:39])=[O:37])(=[O:28])=[O:27]. No catalyst specified. The product is [CH3:39][O:38][C:36]([CH2:35][CH:30]1[CH2:31][N:32]([C:13]([CH:10]2[CH2:11][CH2:12][N:7]([C:4]3[CH:5]=[CH:6][N:1]=[CH:2][CH:3]=3)[CH2:8][CH2:9]2)=[O:14])[CH2:33][CH2:34][N:29]1[S:26]([C:17]1[CH:18]=[CH:19][C:20]2[C:25](=[CH:24][CH:23]=[CH:22][CH:21]=2)[CH:16]=1)(=[O:27])=[O:28])=[O:37]. The yield is 0.900. (4) The product is [Cl:19][C:5]1[C:6]([N:8]2[CH2:13][CH2:12][CH:11]([C:14]([O:16][CH3:17])=[O:15])[CH2:10][CH2:9]2)=[N:7][C:2]([Cl:1])=[C:3]([I:18])[CH:4]=1. The reactants are [Cl:1][C:2]1[N:7]=[C:6]([N:8]2[CH2:13][CH2:12][CH:11]([C:14]([O:16][CH3:17])=[O:15])[CH2:10][CH2:9]2)[CH:5]=[CH:4][C:3]=1[I:18].[Cl:19]N1C(=O)CCC1=O. The yield is 0.0750. The catalyst is CC#N. (5) The catalyst is C(O)(C)(C)C. The yield is 0.790. The product is [CH2:1]([C:3]1[CH:4]=[CH:5][C:6]([CH:9]([OH:17])[CH2:10][O:25][C:26]2[CH:33]=[CH:32][C:29]([CH:30]=[O:31])=[CH:28][CH:27]=2)=[N:7][CH:8]=1)[CH3:2]. The reactants are [CH2:1]([C:3]1[CH:4]=[CH:5][C:6]([CH:9]=[CH2:10])=[N:7][CH:8]=1)[CH3:2].BrN1C(=[O:17])CCC1=O.C([O-])([O-])=O.[K+].[K+].[OH:25][C:26]1[CH:33]=[CH:32][C:29]([CH:30]=[O:31])=[CH:28][CH:27]=1. (6) The catalyst is C1(C)C=CC=CC=1.CC([O-])=O.CC([O-])=O.[Pd+2]. The product is [CH:1]([NH:4][C:5]([C:7]1[C:15]2[C:10](=[N:11][CH:12]=[C:13]([O:41][C:38]3[CH:39]=[C:40]4[C:35]([CH:34]=[CH:33][NH:32]4)=[CH:36][CH:37]=3)[N:14]=2)[N:9]([CH2:17][O:18][CH2:19][CH2:20][Si:21]([CH3:24])([CH3:23])[CH3:22])[CH:8]=1)=[O:6])([CH3:3])[CH3:2]. The yield is 0.520. The reactants are [CH:1]([NH:4][C:5]([C:7]1[C:15]2[C:10](=[N:11][CH:12]=[C:13](Br)[N:14]=2)[N:9]([CH2:17][O:18][CH2:19][CH2:20][Si:21]([CH3:24])([CH3:23])[CH3:22])[CH:8]=1)=[O:6])([CH3:3])[CH3:2].C(OC([N:32]1[C:40]2[C:35](=[CH:36][CH:37]=[C:38]([OH:41])[CH:39]=2)[CH:34]=[CH:33]1)=O)(C)(C)C.[O-]P([O-])([O-])=O.[K+].[K+].[K+].C(P(C(C)(C)C)C1C=CC=CC=1C1C=CC=CC=1N(C)C)(C)(C)C.